This data is from Forward reaction prediction with 1.9M reactions from USPTO patents (1976-2016). The task is: Predict the product of the given reaction. (1) The product is: [NH3:5].[C:1]([NH:5][C@H:6]([C:31]1[CH:36]=[CH:35][CH:34]=[C:33]([F:37])[CH:32]=1)[CH2:7][CH:8]([N:10]1[CH2:15][CH2:14][CH:13]([N:16]2[C:20]3[CH2:21][N:22]([C:25]([O:27][CH2:28][CH3:29])=[O:26])[CH2:23][CH2:24][C:19]=3[N:18]=[C:17]2[CH3:30])[CH2:12][CH2:11]1)[CH3:9])(=[O:3])[CH3:2]. Given the reactants [C:1](Cl)(=[O:3])[CH3:2].[NH2:5][C@H:6]([C:31]1[CH:36]=[CH:35][CH:34]=[C:33]([F:37])[CH:32]=1)[CH2:7][CH:8]([N:10]1[CH2:15][CH2:14][CH:13]([N:16]2[C:20]3[CH2:21][N:22]([C:25]([O:27][CH2:28][CH3:29])=[O:26])[CH2:23][CH2:24][C:19]=3[N:18]=[C:17]2[CH3:30])[CH2:12][CH2:11]1)[CH3:9].C(N(CC)CC)C.C(=O)([O-])O.[Na+], predict the reaction product. (2) Given the reactants [F:1][C:2]1[CH:7]=[CH:6][C:5]([CH:8]([C:24]2[CH:29]=[CH:28][C:27]([F:30])=[CH:26][CH:25]=2)[N:9]2[CH2:14][CH2:13][N:12]([CH2:15]/[CH:16]=[CH:17]\[CH2:18][O:19][CH2:20][C:21]([OH:23])=[O:22])[CH2:11][CH2:10]2)=[CH:4][CH:3]=1.[ClH:31].[CH2:32](O)[CH3:33], predict the reaction product. The product is: [ClH:31].[ClH:31].[CH2:32]([O:22][C:21](=[O:23])[CH2:20][O:19][CH2:18]/[CH:17]=[CH:16]\[CH2:15][N:12]1[CH2:13][CH2:14][N:9]([CH:8]([C:24]2[CH:25]=[CH:26][C:27]([F:30])=[CH:28][CH:29]=2)[C:5]2[CH:6]=[CH:7][C:2]([F:1])=[CH:3][CH:4]=2)[CH2:10][CH2:11]1)[CH3:33]. (3) Given the reactants [Cl:1][C:2]1[CH:3]=[C:4]2[C:8](=[CH:9][CH:10]=1)[NH:7][CH:6]=[CH:5]2.O.[NH:12]1[CH2:17][CH2:16][C:15](=O)[CH2:14][CH2:13]1.Cl.[OH-].[K+], predict the reaction product. The product is: [Cl:1][C:2]1[CH:3]=[C:4]2[C:8](=[CH:9][CH:10]=1)[NH:7][CH:6]=[C:5]2[C:15]1[CH2:16][CH2:17][NH:12][CH2:13][CH:14]=1. (4) Given the reactants C([O:4][C@@H:5]1[C@@H:10]([O:11]C(=O)C)[C@H:9]([O:15]C(=O)C)[C@@H:8]([CH2:19][O:20]C(=O)C)[O:7][C@H:6]1[O:24][C:25]1[C:30]2[C:31]([CH2:34][CH2:35][C:36]3[CH:41]=[CH:40][C:39]([O:42][CH2:43][CH2:44][CH2:45]OS(C)(=O)=O)=[CH:38][CH:37]=3)=[CH:32][O:33][C:29]=2[CH:28]=[CH:27][CH:26]=1)(=O)C.[NH2:51][CH2:52][CH2:53][OH:54].[I-].[Na+], predict the reaction product. The product is: [C@@H:6]1([O:24][C:25]2[C:30]3[C:31]([CH2:34][CH2:35][C:36]4[CH:37]=[CH:38][C:39]([O:42][CH2:43][CH2:44][CH2:45][NH:51][CH2:52][CH2:53][OH:54])=[CH:40][CH:41]=4)=[CH:32][O:33][C:29]=3[CH:28]=[CH:27][CH:26]=2)[O:7][C@H:8]([CH2:19][OH:20])[C@@H:9]([OH:15])[C@H:10]([OH:11])[C@H:5]1[OH:4]. (5) Given the reactants [Cl:1][C:2]1[CH:18]=[CH:17][C:5]([CH2:6][CH:7]2[C:13]3([CH2:14][OH:15])[C:10]([CH3:16])([CH2:11][O:12]3)[CH2:9][CH2:8]2)=[CH:4][CH:3]=1.C(N(CC)CC)C.[CH3:26][S:27](Cl)(=[O:29])=[O:28].O, predict the reaction product. The product is: [Cl:1][C:2]1[CH:3]=[CH:4][C:5]([CH2:6][CH:7]2[C:13]3([CH2:14][O:15][S:27]([CH3:26])(=[O:29])=[O:28])[C:10]([CH3:16])([CH2:11][O:12]3)[CH2:9][CH2:8]2)=[CH:17][CH:18]=1. (6) The product is: [CH3:1][N:2]([CH2:4][C:5]1[C:13]2[O:12][N:11]=[C:10]([CH2:14][CH2:15][CH:16]3[CH2:21][CH2:20][N:19]([CH2:34][C:32]4[CH:31]=[CH:30][CH:29]=[C:28]([CH3:27])[N:33]=4)[CH2:18][CH2:17]3)[C:9]=2[CH:8]=[CH:7][C:6]=1[O:22][CH2:23][CH:24]1[CH2:25][CH2:26]1)[CH3:3]. Given the reactants [CH3:1][N:2]([CH2:4][C:5]1[C:13]2[O:12][N:11]=[C:10]([CH2:14][CH2:15][CH:16]3[CH2:21][CH2:20][NH:19][CH2:18][CH2:17]3)[C:9]=2[CH:8]=[CH:7][C:6]=1[O:22][CH2:23][CH:24]1[CH2:26][CH2:25]1)[CH3:3].[CH3:27][C:28]1[N:33]=[C:32]([CH:34]=O)[CH:31]=[CH:30][CH:29]=1.C(O[BH-](OC(=O)C)OC(=O)C)(=O)C.[Na+].C(=O)(O)[O-].[Na+].[OH-].[Na+], predict the reaction product.